This data is from Full USPTO retrosynthesis dataset with 1.9M reactions from patents (1976-2016). The task is: Predict the reactants needed to synthesize the given product. (1) Given the product [CH2:3]([O:5][C:6]([C:8]1[CH:9]=[N:10][N:11]([C:14]2[CH:19]=[CH:18][C:17]([CH2:20][O:21][CH2:22][CH3:23])=[CH:16][N:15]=2)[C:12]=1[CH3:13])=[O:7])[CH3:4], predict the reactants needed to synthesize it. The reactants are: [H-].[Na+].[CH2:3]([O:5][C:6]([C:8]1[CH:9]=[N:10][N:11]([C:14]2[CH:19]=[CH:18][C:17]([CH2:20][OH:21])=[CH:16][N:15]=2)[C:12]=1[CH3:13])=[O:7])[CH3:4].[CH2:22](I)[CH3:23].O. (2) Given the product [F:17][C:18]1[CH:23]=[CH:22][C:21]([C:4]2[N:3]=[C:2]([C:8]([OH:10])=[O:9])[CH:7]=[CH:6][CH:5]=2)=[CH:20][CH:19]=1, predict the reactants needed to synthesize it. The reactants are: Br[C:2]1([C:8]([OH:10])=[O:9])[CH:7]=[CH:6][CH:5]=[CH:4][NH:3]1.C([O-])([O-])=O.[Na+].[Na+].[F:17][C:18]1[CH:23]=[CH:22][C:21](B2OCC(C)(C)CO2)=[CH:20][CH:19]=1.CCO. (3) Given the product [CH2:15]([O:16][C:3]1[CH:4]=[CH:5][CH:6]=[CH:7][C:2]=1[Br:1])[C:9]1[CH:14]=[CH:13][CH:12]=[CH:11][CH:10]=1, predict the reactants needed to synthesize it. The reactants are: [Br:1][C:2]1[CH:7]=[CH:6][CH:5]=[CH:4][C:3]=1I.[C:9]1([CH2:15][OH:16])[CH:14]=[CH:13][CH:12]=[CH:11][CH:10]=1.N1C2C(=CC=C3C=2N=CC=C3)C=CC=1.C(=O)([O-])[O-].[Cs+].[Cs+]. (4) Given the product [CH3:14][P:15]([C:2]1[CH:8]=[CH:7][C:5]([NH2:6])=[C:4]([O:9][C:10]([F:13])([F:12])[F:11])[CH:3]=1)([CH3:16])=[O:17], predict the reactants needed to synthesize it. The reactants are: I[C:2]1[CH:8]=[CH:7][C:5]([NH2:6])=[C:4]([O:9][C:10]([F:13])([F:12])[F:11])[CH:3]=1.[CH3:14][PH:15](=[O:17])[CH3:16].CC1(C)C2C(=C(P(C3C=CC=CC=3)C3C=CC=CC=3)C=CC=2)OC2C(P(C3C=CC=CC=3)C3C=CC=CC=3)=CC=CC1=2.P([O-])([O-])([O-])=O.[K+].[K+].[K+].